Dataset: Catalyst prediction with 721,799 reactions and 888 catalyst types from USPTO. Task: Predict which catalyst facilitates the given reaction. (1) Reactant: [Li]CCCC.C(N[CH:10]([CH3:12])[CH3:11])(C)C.[CH3:13][O:14][C:15]1[CH:22]=[CH:21][C:18](C#N)=[CH:17][CH:16]=1.BrCC1C2C=CC(O[Si](C(C)(C)C)(C)C)=CC=2O[N:26]=1. Product: [CH3:13][O:14][C:15]1[CH:22]=[CH:21][C:18]([CH:10]([CH3:11])[C:12]#[N:26])=[CH:17][CH:16]=1. The catalyst class is: 90. (2) Reactant: C[O:2][C:3](=O)[C:4]1[CH:9]=[CH:8][C:7]([C:10]2[CH:15]=[CH:14][C:13]([C:16]([F:19])([F:18])[F:17])=[CH:12][CH:11]=2)=[N:6][C:5]=1[CH2:20][O:21][CH3:22].CC(C[AlH]CC(C)C)C. Product: [CH3:22][O:21][CH2:20][C:5]1[C:4]([CH2:3][OH:2])=[CH:9][CH:8]=[C:7]([C:10]2[CH:15]=[CH:14][C:13]([C:16]([F:19])([F:17])[F:18])=[CH:12][CH:11]=2)[N:6]=1. The catalyst class is: 1. (3) Reactant: C([O-])([O-])=O.[K+].[K+].[Br:7][C:8]1[CH:13]=[C:12]([OH:14])[CH:11]=[CH:10][C:9]=1[OH:15].[CH2:16](Br)[C:17]1[CH:22]=[CH:21][CH:20]=[CH:19][CH:18]=1.[Cl-].[NH4+]. Product: [CH2:16]([O:15][C:9]1[CH:10]=[CH:11][C:12]([OH:14])=[CH:13][C:8]=1[Br:7])[C:17]1[CH:22]=[CH:21][CH:20]=[CH:19][CH:18]=1. The catalyst class is: 5. (4) Reactant: [NH2:1][C:2]1[C:3]([F:34])=[C:4]([CH:29]=[CH:30][C:31]=1[C:32]#[N:33])[C:5]([NH:7][C:8]1[C:13]([Cl:14])=[CH:12][C:11]([C:15]([F:27])([C:23]([F:26])([F:25])[F:24])[C:16]([F:22])([F:21])[C:17]([F:20])([F:19])[F:18])=[CH:10][C:9]=1[Cl:28])=[O:6].[H-].[Na+].[C:37]([C:39]1[CH:47]=[CH:46][C:42]([C:43](Cl)=[O:44])=[C:41]([CH3:48])[CH:40]=1)#[N:38].C(=O)([O-])O.[Na+]. Product: [C:32]([C:31]1[CH:30]=[CH:29][C:4]([C:5]([NH:7][C:8]2[C:9]([Cl:28])=[CH:10][C:11]([C:15]([F:27])([C:23]([F:24])([F:25])[F:26])[C:16]([F:21])([F:22])[C:17]([F:18])([F:19])[F:20])=[CH:12][C:13]=2[Cl:14])=[O:6])=[C:3]([F:34])[C:2]=1[NH:1][C:43](=[O:44])[C:42]1[CH:46]=[CH:47][C:39]([C:37]#[N:38])=[CH:40][C:41]=1[CH3:48])#[N:33]. The catalyst class is: 80. (5) Reactant: [C:1]([CH:5]1[CH2:10][CH2:9][CH:8]([C:11]([OH:13])=[O:12])[CH2:7][CH2:6]1)([CH3:4])([CH3:3])[CH3:2].S(=O)(=O)(O)O.[OH-].[Na+].[CH3:21]O. Product: [C:1]([CH:5]1[CH2:10][CH2:9][CH:8]([C:11]([O:13][CH3:21])=[O:12])[CH2:7][CH2:6]1)([CH3:4])([CH3:2])[CH3:3]. The catalyst class is: 5.